From a dataset of Forward reaction prediction with 1.9M reactions from USPTO patents (1976-2016). Predict the product of the given reaction. (1) The product is: [Cl:36][C:33]1[CH:32]=[CH:31][C:30]([N:22]2[C:21]([C:13]([CH:15]3[CH2:20][CH2:19][CH2:18][CH2:17][CH2:16]3)([OH:14])[C:12]([NH:11][C:8]3[CH:9]=[CH:10][C:5]([C:4]([OH:39])=[O:3])=[CH:6][C:7]=3[F:38])=[O:37])=[C:29]3[C:24]([CH2:25][CH2:26][CH2:27][CH2:28]3)=[N:23]2)=[CH:35][CH:34]=1. Given the reactants C([O:3][C:4](=[O:39])[C:5]1[CH:10]=[CH:9][C:8]([NH:11][C:12](=[O:37])[C:13]([C:21]2[N:22]([C:30]3[CH:35]=[CH:34][C:33]([Cl:36])=[CH:32][CH:31]=3)[N:23]=[C:24]3[C:29]=2[CH2:28][CH2:27][CH2:26][CH2:25]3)([CH:15]2[CH2:20][CH2:19][CH2:18][CH2:17][CH2:16]2)[OH:14])=[C:7]([F:38])[CH:6]=1)C.[OH-].[Li+], predict the reaction product. (2) Given the reactants [Cl:1][C:2]1[CH:3]=[N:4][C:5]2[N:6]([N:8]=[C:9]([C:11]([OH:13])=O)[CH:10]=2)[CH:7]=1.[N:14]1([C:20]2[CH:21]=[C:22]3[C:27](=[CH:28][CH:29]=2)[CH2:26][NH:25][CH2:24][CH2:23]3)[CH2:19][CH2:18][O:17][CH2:16][CH2:15]1, predict the reaction product. The product is: [Cl:1][C:2]1[CH:3]=[N:4][C:5]2[N:6]([N:8]=[C:9]([C:11]([N:25]3[CH2:24][CH2:23][C:22]4[C:27](=[CH:28][CH:29]=[C:20]([N:14]5[CH2:19][CH2:18][O:17][CH2:16][CH2:15]5)[CH:21]=4)[CH2:26]3)=[O:13])[CH:10]=2)[CH:7]=1.